This data is from Forward reaction prediction with 1.9M reactions from USPTO patents (1976-2016). The task is: Predict the product of the given reaction. (1) Given the reactants COC(C1[CH2:10][CH2:9][N:8]([S:11]([CH2:14][C:15]2[C:24]3[C:19](=[CH:20][CH:21]=[CH:22][CH:23]=3)[N:18]([CH2:25][CH3:26])[C:17]([CH3:28])([CH3:27])[CH:16]=2)(=[O:13])=[O:12])[CH2:7][CH2:6]1)=O.C(N1C2C(=CC=CC=2)C(CS(Cl)(=O)=O)=CC1(C)C)C.C(NCC)C.C(Cl)(Cl)Cl, predict the reaction product. The product is: [CH2:9]([N:8]([CH2:7][CH3:6])[S:11]([CH2:14][C:15]1[C:24]2[C:19](=[CH:20][CH:21]=[CH:22][CH:23]=2)[N:18]([CH2:25][CH3:26])[C:17]([CH3:27])([CH3:28])[CH:16]=1)(=[O:12])=[O:13])[CH3:10]. (2) Given the reactants [C:1]1([C:7]#[C:8][C:9]2[CH:10]=[C:11]([CH:25]=[CH:26][CH:27]=2)[C:12]([NH:14][C@@H:15]([CH2:20][N+:21]([CH3:24])([CH3:23])[CH3:22])[CH2:16][C:17]([O-:19])=[O:18])=[O:13])[CH:6]=[CH:5][CH:4]=[CH:3][CH:2]=1, predict the reaction product. The product is: [CH2:8]([C:9]1[CH:10]=[C:11]([CH:25]=[CH:26][CH:27]=1)[C:12]([NH:14][C@@H:15]([CH2:20][N+:21]([CH3:24])([CH3:23])[CH3:22])[CH2:16][C:17]([O-:19])=[O:18])=[O:13])[CH2:7][C:1]1[CH:2]=[CH:3][CH:4]=[CH:5][CH:6]=1. (3) The product is: [Cl:12][C:13]1[CH:18]=[CH:17][CH:16]=[CH:15][C:14]=1[S:19]([NH:1][C:2]1[CH:3]=[CH:4][CH:5]=[C:6]2[C:11]=1[N:10]=[CH:9][CH:8]=[CH:7]2)(=[O:21])=[O:20]. Given the reactants [NH2:1][C:2]1[CH:3]=[CH:4][CH:5]=[C:6]2[C:11]=1[N:10]=[CH:9][CH:8]=[CH:7]2.[Cl:12][C:13]1[CH:18]=[CH:17][CH:16]=[CH:15][C:14]=1[S:19](Cl)(=[O:21])=[O:20], predict the reaction product. (4) Given the reactants C(OC([N:8]1[CH2:12][C:11](=[N:13][O:14][CH3:15])[CH2:10][C@H:9]1[C:16]([OH:18])=O)=O)(C)(C)C.[C:19]1([C:29]2[CH:34]=[CH:33][CH:32]=[CH:31][CH:30]=2)[CH:24]=[CH:23][C:22]([S:25](Cl)(=[O:27])=[O:26])=[CH:21][CH:20]=1.[NH:35]1[CH2:40][CH2:39][CH2:38][CH:37]([OH:41])[CH2:36]1, predict the reaction product. The product is: [CH3:15][O:14][N:13]=[C:11]1[CH2:10][C@@H:9]([C:16]([N:35]2[CH2:40][CH2:39][CH2:38][CH:37]([OH:41])[CH2:36]2)=[O:18])[N:8]([S:25]([C:22]2[CH:23]=[CH:24][C:19]([C:29]3[CH:34]=[CH:33][CH:32]=[CH:31][CH:30]=3)=[CH:20][CH:21]=2)(=[O:27])=[O:26])[CH2:12]1. (5) Given the reactants C([O:3][C:4](=[O:25])[CH2:5][C:6]1[C:14]2[O:13][CH:12]=[CH:11][C:10]=2[C:9]([O:15][CH2:16][CH2:17][O:18][CH:19]2[CH2:24][CH2:23][CH2:22][CH2:21][O:20]2)=[CH:8][CH:7]=1)C, predict the reaction product. The product is: [O:20]1[CH2:21][CH2:22][CH2:23][CH2:24][CH:19]1[O:18][CH2:17][CH2:16][O:15][C:9]1[C:10]2[CH:11]=[CH:12][O:13][C:14]=2[C:6]([CH2:5][C:4]([OH:25])=[O:3])=[CH:7][CH:8]=1. (6) Given the reactants Br[C:2]1[O:6][C:5]([N:7]2[CH2:11][C@:10]3([CH:16]4[CH2:17][CH2:18][N:13]([CH2:14][CH2:15]4)[CH2:12]3)[O:9][C:8]2=[O:19])=[CH:4][CH:3]=1.C([Sn](CCCC)(CCCC)[C:25]1[N:26]=[CH:27][S:28][CH:29]=1)CCC, predict the reaction product. The product is: [S:28]1[CH:29]=[C:25]([C:2]2[O:6][C:5]([N:7]3[CH2:11][C@:10]4([CH:16]5[CH2:17][CH2:18][N:13]([CH2:14][CH2:15]5)[CH2:12]4)[O:9][C:8]3=[O:19])=[CH:4][CH:3]=2)[N:26]=[CH:27]1. (7) Given the reactants [C:1]1([OH:7])[CH:6]=[CH:5][CH:4]=[CH:3][CH:2]=1.Br[CH2:9][CH2:10][CH2:11][C:12]([O:14][CH2:15][CH3:16])=[O:13].C(=O)([O-])[O-].[K+].[K+], predict the reaction product. The product is: [CH2:15]([O:14][C:12](=[O:13])[CH2:11][CH2:10][CH2:9][O:7][C:1]1[CH:6]=[CH:5][CH:4]=[CH:3][CH:2]=1)[CH3:16]. (8) Given the reactants [Na].C(O)C.[CH2:5]([O:12][C:13]1[CH:18]=[C:17]([O:19][CH2:20][C:21]2[CH:26]=[CH:25][CH:24]=[CH:23][CH:22]=2)[C:16]([Cl:27])=[CH:15][C:14]=1[C:28](=[O:30])[CH3:29])[C:6]1[CH:11]=[CH:10][CH:9]=[CH:8][CH:7]=1.[C:31](OCC)(=[O:37])[C:32]([O:34][CH2:35][CH3:36])=[O:33], predict the reaction product. The product is: [CH2:35]([O:34][C:32](=[O:33])[C:31]([OH:37])=[CH:29][C:28]([C:14]1[CH:15]=[C:16]([Cl:27])[C:17]([O:19][CH2:20][C:21]2[CH:26]=[CH:25][CH:24]=[CH:23][CH:22]=2)=[CH:18][C:13]=1[O:12][CH2:5][C:6]1[CH:11]=[CH:10][CH:9]=[CH:8][CH:7]=1)=[O:30])[CH3:36]. (9) Given the reactants [NH2:1][C:2]1[C:3](=[O:21])[NH:4][C:5](=[S:20])[N:6]([CH:9]([C:11]2[NH:15][C:14]3[CH:16]=[CH:17][CH:18]=[CH:19][C:13]=3[N:12]=2)[CH3:10])[C:7]=1[NH2:8].[C:22](O)(=O)C.C(N)=N, predict the reaction product. The product is: [NH:12]1[C:13]2[CH:19]=[CH:18][CH:17]=[CH:16][C:14]=2[N:15]=[C:11]1[CH:9]([N:6]1[C:7]2[N:8]=[CH:22][NH:1][C:2]=2[C:3](=[O:21])[NH:4][C:5]1=[S:20])[CH3:10]. (10) Given the reactants [F:1][C:2]1[CH:3]=[CH:4][C:5]([CH3:31])=[C:6]([C:8]2[CH:17]=[C:16]3[C:11]([CH:12]=[C:13]([NH:18][C:19](=O)[O:20]C4C=CC([N+]([O-])=O)=CC=4)[N:14]=[CH:15]3)=[CH:10][CH:9]=2)[CH:7]=1.CN(C)C=O.[CH3:37][N:38]1[CH2:43][CH2:42][NH:41][CH2:40][CH2:39]1, predict the reaction product. The product is: [F:1][C:2]1[CH:3]=[CH:4][C:5]([CH3:31])=[C:6]([C:8]2[CH:17]=[C:16]3[C:11]([CH:12]=[C:13]([NH:18][C:19]([N:41]4[CH2:42][CH2:43][N:38]([CH3:37])[CH2:39][CH2:40]4)=[O:20])[N:14]=[CH:15]3)=[CH:10][CH:9]=2)[CH:7]=1.